From a dataset of Peptide-MHC class II binding affinity with 134,281 pairs from IEDB. Regression. Given a peptide amino acid sequence and an MHC pseudo amino acid sequence, predict their binding affinity value. This is MHC class II binding data. The peptide sequence is GNIVAVDIKPKDSDE. The MHC is DRB4_0101 with pseudo-sequence DRB4_0103. The binding affinity (normalized) is 0.479.